From a dataset of Catalyst prediction with 721,799 reactions and 888 catalyst types from USPTO. Predict which catalyst facilitates the given reaction. Reactant: O[CH2:2][CH2:3][CH2:4][C:5]1[C:13]2[C:8](=[CH:9][CH:10]=[CH:11][CH:12]=2)[N:7]([C:14]([O:16][C:17]([CH3:20])([CH3:19])[CH3:18])=[O:15])[CH:6]=1.N1C=CN=C1.C1C=CC(P(C2C=CC=CC=2)C2C=CC=CC=2)=CC=1.[I:45]I. Product: [I:45][CH2:2][CH2:3][CH2:4][C:5]1[C:13]2[C:8](=[CH:9][CH:10]=[CH:11][CH:12]=2)[N:7]([C:14]([O:16][C:17]([CH3:20])([CH3:19])[CH3:18])=[O:15])[CH:6]=1. The catalyst class is: 144.